From a dataset of Reaction yield outcomes from USPTO patents with 853,638 reactions. Predict the reaction yield, written as a fraction of the theoretical maximum amount of product (1.0 means a 100% yield; for example, 0.34 means a 34% yield). (1) The reactants are [CH2:1]([O:3][C:4]1[CH:11]=[CH:10][C:7]([CH:8]=O)=[CH:6][CH:5]=1)[CH3:2].[CH2:12]([NH2:18])[C:13]1[O:17][CH:16]=[CH:15][CH:14]=1.COC(OC)OC.[BH4-].[Na+]. The catalyst is CO.CC(O)=O. The product is [CH2:1]([O:3][C:4]1[CH:11]=[CH:10][C:7]([CH2:8][NH:18][CH2:12][C:13]2[O:17][CH:16]=[CH:15][CH:14]=2)=[CH:6][CH:5]=1)[CH3:2]. The yield is 0.800. (2) The reactants are [F:1][CH:2]([F:5])[CH2:3]Cl.[CH2:6]([NH2:13])[C:7]1[CH:12]=[CH:11][CH:10]=[CH:9][CH:8]=1.Cl. No catalyst specified. The product is [CH2:6]([NH:13][CH2:3][CH:2]([F:5])[F:1])[C:7]1[CH:12]=[CH:11][CH:10]=[CH:9][CH:8]=1. The yield is 0.410. (3) The reactants are Cl[C:2]1[CH:9]=[CH:8][C:5]([C:6]#[N:7])=[CH:4][C:3]=1[N+:10]([O-:12])=[O:11].C(=O)([O-])[O-].[K+].[K+].[CH3:19][C:20]1[CH:21]=[C:22]([OH:27])[CH:23]=[C:24]([CH3:26])[CH:25]=1. The catalyst is C1COCC1. The product is [CH3:19][C:20]1[CH:21]=[C:22]([CH:23]=[C:24]([CH3:26])[CH:25]=1)[O:27][C:2]1[CH:9]=[CH:8][C:5]([C:6]#[N:7])=[CH:4][C:3]=1[N+:10]([O-:12])=[O:11]. The yield is 0.852. (4) The reactants are [C:1]1([CH2:7][CH2:8][C:9]([N:11]2[CH2:16][CH2:15][C:14](=O)[CH2:13][CH2:12]2)=[O:10])[CH:6]=[CH:5][CH:4]=[CH:3][CH:2]=1.C([O-])(=O)C.[NH4+].C([BH3-])#[N:24].[Na+]. The catalyst is CO. The product is [C:1]1([CH2:7][CH2:8][C:9]([N:11]2[CH2:16][CH2:15][CH:14]([NH2:24])[CH2:13][CH2:12]2)=[O:10])[CH:6]=[CH:5][CH:4]=[CH:3][CH:2]=1. The yield is 0.470. (5) The reactants are Br.Br[CH2:3][C:4]1[N:5]=[C:6]2[C:11](=[N:12][CH:13]=1)[N:10]=[C:9]([NH2:14])[N:8]=[C:7]2[NH2:15].[CH2:16]([NH2:23])[C:17]1[CH:22]=[CH:21][CH:20]=[CH:19][CH:18]=1.C(=O)(O)[O-]. The catalyst is CN(C)C(=O)C. The product is [CH2:16]([NH:23][CH2:3][C:4]1[N:5]=[C:6]2[C:11](=[N:12][CH:13]=1)[N:10]=[C:9]([NH2:14])[N:8]=[C:7]2[NH2:15])[C:17]1[CH:22]=[CH:21][CH:20]=[CH:19][CH:18]=1. The yield is 0.620. (6) The reactants are CON(C)[C:4]([C:6]1[CH:7]=[CH:8][CH:9]=[C:10]2[C:15]=1[N:14]=[CH:13][CH:12]=[CH:11]2)=[O:5].[CH3:17][Mg]I.C(OCC)C. The catalyst is C1COCC1.C(=O)=O. The product is [N:14]1[C:15]2[C:10](=[CH:9][CH:8]=[CH:7][C:6]=2[C:4](=[O:5])[CH3:17])[CH:11]=[CH:12][CH:13]=1. The yield is 0.830. (7) The reactants are Br[C:2]1[CH:3]=[C:4]2[NH:10][C:9]([C:11]3[CH:16]=[CH:15][CH:14]=[C:13]([O:17][CH3:18])[CH:12]=3)=[N:8][C:5]2=[N:6][CH:7]=1.[C:19]1(OB(O)O)[CH:24]=[CH:23][CH:22]=[CH:21][CH:20]=1.C(=O)([O-])[O-].[Na+].[Na+].C1(C)C=CC=CC=1. The catalyst is C1C=CC([P]([Pd]([P](C2C=CC=CC=2)(C2C=CC=CC=2)C2C=CC=CC=2)([P](C2C=CC=CC=2)(C2C=CC=CC=2)C2C=CC=CC=2)[P](C2C=CC=CC=2)(C2C=CC=CC=2)C2C=CC=CC=2)(C2C=CC=CC=2)C2C=CC=CC=2)=CC=1.O.C(OCC)(=O)C.O1CCCC1.O1CCCC1. The product is [CH3:18][O:17][C:13]1[CH:12]=[C:11]([C:9]2[NH:10][C:4]3[C:5]([N:8]=2)=[N:6][CH:7]=[C:2]([C:19]2[CH:24]=[CH:23][CH:22]=[CH:21][CH:20]=2)[CH:3]=3)[CH:16]=[CH:15][CH:14]=1. The yield is 0.660.